Dataset: Ames mutagenicity test results for genotoxicity prediction. Task: Regression/Classification. Given a drug SMILES string, predict its toxicity properties. Task type varies by dataset: regression for continuous values (e.g., LD50, hERG inhibition percentage) or binary classification for toxic/non-toxic outcomes (e.g., AMES mutagenicity, cardiotoxicity, hepatotoxicity). Dataset: ames. The drug is O=C(O)CCCC[C@@H]1CCSS1. The result is 0 (non-mutagenic).